This data is from Forward reaction prediction with 1.9M reactions from USPTO patents (1976-2016). The task is: Predict the product of the given reaction. (1) Given the reactants [CH3:1][O:2][CH2:3][C:4]1[CH:5]=[CH:6][CH:7]=[C:8]2[C:13]=1[N:12]=[C:11]([NH:14][C:15](=[O:17])[CH3:16])[N:10]=[C:9]2[N:18]1C=NN=C1.[OH:23][CH2:24][C:25]([NH:27]N)=[O:26].C(N(C(C)C)CC)(C)C, predict the reaction product. The product is: [OH:23][CH2:24][C:25]([NH:27][NH:18][C:9]1[C:8]2[C:13](=[C:4]([CH2:3][O:2][CH3:1])[CH:5]=[CH:6][CH:7]=2)[N:12]=[C:11]([NH:14][C:15](=[O:17])[CH3:16])[N:10]=1)=[O:26]. (2) Given the reactants [OH:1][NH:2]C(=O)C.CC(C)([O-])C.[K+].Cl[C:13]1[C:14](COC2C=CC(Cl)=C(Cl)C=2)=[CH:15][C:16](F)=[C:17]([CH:20]=1)[C:18]#[N:19], predict the reaction product. The product is: [O:1]1[C:16]2[CH:15]=[CH:14][CH:13]=[CH:20][C:17]=2[C:18]([NH2:19])=[N:2]1.